This data is from Forward reaction prediction with 1.9M reactions from USPTO patents (1976-2016). The task is: Predict the product of the given reaction. (1) The product is: [F:13]/[C:14](=[CH:3]\[CH3:4])/[C:15]([O:17][CH2:18][CH3:19])=[O:16]. Given the reactants [H-].[Na+].[C:3](OCC)(=O)[C:4](OCC)=O.[F:13][CH2:14][C:15]([O:17][CH2:18][CH3:19])=[O:16].C(=O)C, predict the reaction product. (2) Given the reactants [F:1][C:2]([F:15])([F:14])[S:3]([O:6]S(C(F)(F)F)(=O)=O)(=[O:5])=[O:4].N1C=CC=CC=1.[CH3:22][O:23][C:24](=[O:33])[CH2:25][C:26]1[CH:31]=[CH:30][C:29](O)=[CH:28][CH:27]=1, predict the reaction product. The product is: [CH3:22][O:23][C:24](=[O:33])[CH2:25][C:26]1[CH:27]=[CH:28][C:29]([O:6][S:3]([C:2]([F:15])([F:14])[F:1])(=[O:5])=[O:4])=[CH:30][CH:31]=1. (3) Given the reactants [Br:1][C:2]1[CH:3]=[C:4]([CH:8]=[CH:9][C:10]=1[C:11]([N:13]1[CH2:17][CH:16]=[CH:15][CH2:14]1)=[O:12])[C:5]([OH:7])=O.CN(C(ON1N=NC2C=CC=CC1=2)=[N+](C)C)C.[B-](F)(F)(F)F.C(N(C(C)C)CC)(C)C.[Br:49][C:50]1[CH:61]=[CH:60][C:53]2[NH:54][C:55]([C@@H:57]([NH2:59])[CH3:58])=[N:56][C:52]=2[CH:51]=1.BrCl, predict the reaction product. The product is: [Br:1][C:2]1[CH:3]=[C:4]([CH:8]=[CH:9][C:10]=1[C:11]([N:13]1[CH2:17][CH:16]=[CH:15][CH2:14]1)=[O:12])[C:5]([NH:59][C@H:57]([C:55]1[NH:54][C:53]2[CH:60]=[CH:61][C:50]([Br:49])=[CH:51][C:52]=2[N:56]=1)[CH3:58])=[O:7]. (4) Given the reactants [CH:1]1[C:10]2[C:5](=[CH:6][CH:7]=[CH:8][CH:9]=2)[CH:4]=[CH:3][C:2]=1[CH:11]=O.C(O[C:16](=[O:20])[CH2:17][C:18]#[N:19])C.[CH:21]1([NH:24][C:25]([NH2:27])=[NH:26])[CH2:23][CH2:22]1.Cl.C(=O)([O-])[O-].[K+].[K+], predict the reaction product. The product is: [C:18]([C:17]1[C:16](=[O:20])[NH:27][C:25]([NH:24][CH:21]2[CH2:23][CH2:22]2)=[N:26][C:11]=1[C:2]1[CH:3]=[CH:4][C:5]2[C:10](=[CH:9][CH:8]=[CH:7][CH:6]=2)[CH:1]=1)#[N:19]. (5) Given the reactants Br[C:2]1[C:3]([O:10][CH3:11])=[N:4][CH:5]=[N:6][C:7]=1[O:8][CH3:9].[Li]CCCC.[C:17]([S:21]([N:23]=[CH:24][CH2:25][CH2:26][CH2:27][C:28]([O:30][CH3:31])=[O:29])=[O:22])([CH3:20])([CH3:19])[CH3:18].[NH4+].[Cl-], predict the reaction product. The product is: [CH3:11][O:10][C:3]1[C:2]([CH:24]([NH:23][S:21]([C:17]([CH3:20])([CH3:19])[CH3:18])=[O:22])[CH2:25][CH2:26][CH2:27][C:28]([O:30][CH3:31])=[O:29])=[C:7]([O:8][CH3:9])[N:6]=[CH:5][N:4]=1. (6) The product is: [Cl:15][C:9]1[S:10][C:6]2[CH:5]=[CH:4][C:3]([O:2][CH3:1])=[CH:12][C:7]=2[N:8]=1. Given the reactants [CH3:1][O:2][C:3]1[CH:4]=[CH:5][C:6]2[S:10][C:9](S)=[N:8][C:7]=2[CH:12]=1.S(Cl)([Cl:15])=O.C(=O)([O-])O.[Na+], predict the reaction product. (7) The product is: [O:8]1[C@H:9]([CH2:15][OH:16])[C@@H:10]([OH:11])[C@H:5]([OH:4])[CH:6]=[CH:7]1. Given the reactants C([O:4][C@H:5]1[C@H:10]([O:11]C(=O)C)[C@@H:9]([CH2:15][O:16]C(=O)C)[O:8][CH:7]=[CH:6]1)(=O)C, predict the reaction product. (8) Given the reactants Cl.[NH:2]1[CH2:7][CH2:6][CH:5]([NH:8][OH:9])[CH2:4][CH2:3]1.[CH2:10]([O:12][S:13]([C:16]1[N:21]=[C:20]([S:22]([O:25][CH2:26][CH3:27])(=[O:24])=[O:23])[C:19]([CH:28]=O)=[C:18]([C:30]([F:33])([F:32])[F:31])[N:17]=1)(=[O:15])=[O:14])[CH3:11], predict the reaction product. The product is: [NH:2]1[CH2:7][CH2:6][CH:5]([N+:8]([O-:9])=[CH:28][C:19]2[C:20]([S:22]([O:25][CH2:26][CH3:27])(=[O:23])=[O:24])=[N:21][C:16]([S:13]([O:12][CH2:10][CH3:11])(=[O:14])=[O:15])=[N:17][C:18]=2[C:30]([F:33])([F:31])[F:32])[CH2:4][CH2:3]1. (9) Given the reactants [C:1]([O:4][CH2:5][C:6]1[C:11]2[C:12]([O:34]CC3C=CC=CC=3)=[N:13][N:14]([C:15]([C:28]3[CH:33]=[CH:32][CH:31]=[CH:30][CH:29]=3)([C:22]3[CH:27]=[CH:26][CH:25]=[CH:24][CH:23]=3)[C:16]3[CH:21]=[CH:20][CH:19]=[CH:18][CH:17]=3)[C:10]=2[CH:9]=[C:8]([Cl:42])[N:7]=1)(=[O:3])[CH3:2], predict the reaction product. The product is: [C:1]([O:4][CH2:5][C:6]1[C:11]2[C:12](=[O:34])[NH:13][N:14]([C:15]([C:22]3[CH:27]=[CH:26][CH:25]=[CH:24][CH:23]=3)([C:28]3[CH:29]=[CH:30][CH:31]=[CH:32][CH:33]=3)[C:16]3[CH:21]=[CH:20][CH:19]=[CH:18][CH:17]=3)[C:10]=2[CH:9]=[C:8]([Cl:42])[N:7]=1)(=[O:3])[CH3:2]. (10) Given the reactants [CH3:1][C:2]([CH3:13])([CH3:12])[CH2:3][C:4]1(C=C)[CH:9]=[CH:8][CH:7]=[CH:6][CH2:5]1.CC[O:16][C:17](C)=[O:18], predict the reaction product. The product is: [CH3:13][C:2]([CH3:1])([CH3:12])[CH2:3][C:4]1[CH:5]=[CH:6][C:7]([C:17]([OH:18])=[O:16])=[CH:8][CH:9]=1.